This data is from NCI-60 drug combinations with 297,098 pairs across 59 cell lines. The task is: Regression. Given two drug SMILES strings and cell line genomic features, predict the synergy score measuring deviation from expected non-interaction effect. (1) Drug 1: CS(=O)(=O)C1=CC(=C(C=C1)C(=O)NC2=CC(=C(C=C2)Cl)C3=CC=CC=N3)Cl. Drug 2: COCCOC1=C(C=C2C(=C1)C(=NC=N2)NC3=CC=CC(=C3)C#C)OCCOC.Cl. Cell line: CCRF-CEM. Synergy scores: CSS=4.32, Synergy_ZIP=-1.60, Synergy_Bliss=4.19, Synergy_Loewe=2.63, Synergy_HSA=2.63. (2) Synergy scores: CSS=56.4, Synergy_ZIP=-6.33, Synergy_Bliss=-4.91, Synergy_Loewe=-1.63, Synergy_HSA=1.12. Cell line: U251. Drug 2: CCC1(C2=C(COC1=O)C(=O)N3CC4=CC5=C(C=CC(=C5CN(C)C)O)N=C4C3=C2)O.Cl. Drug 1: C1C(C(OC1N2C=C(C(=O)NC2=O)F)CO)O. (3) Drug 1: C1C(C(OC1N2C=NC3=C2NC=NCC3O)CO)O. Drug 2: N.N.Cl[Pt+2]Cl. Cell line: MALME-3M. Synergy scores: CSS=61.3, Synergy_ZIP=-5.99, Synergy_Bliss=-5.43, Synergy_Loewe=-0.454, Synergy_HSA=0.189. (4) Drug 1: C1=CN(C=N1)CC(O)(P(=O)(O)O)P(=O)(O)O. Drug 2: CN(C(=O)NC(C=O)C(C(C(CO)O)O)O)N=O. Cell line: HOP-92. Synergy scores: CSS=9.39, Synergy_ZIP=-5.55, Synergy_Bliss=-3.93, Synergy_Loewe=0.405, Synergy_HSA=0.340. (5) Drug 1: C1=NC(=NC(=O)N1C2C(C(C(O2)CO)O)O)N. Drug 2: C1CCC(C(C1)N)N.C(=O)(C(=O)[O-])[O-].[Pt+4]. Cell line: LOX IMVI. Synergy scores: CSS=67.3, Synergy_ZIP=-7.34, Synergy_Bliss=-2.85, Synergy_Loewe=-3.30, Synergy_HSA=1.28.